The task is: Regression. Given a peptide amino acid sequence and an MHC pseudo amino acid sequence, predict their binding affinity value. This is MHC class I binding data.. This data is from Peptide-MHC class I binding affinity with 185,985 pairs from IEDB/IMGT. (1) The peptide sequence is MSTYSDICSK. The binding affinity (normalized) is 0. The MHC is HLA-A33:01 with pseudo-sequence HLA-A33:01. (2) The peptide sequence is FLKENGGL. The MHC is HLA-B07:02 with pseudo-sequence HLA-B07:02. The binding affinity (normalized) is 0. (3) The peptide sequence is TLLCVLAALV. The MHC is HLA-A02:03 with pseudo-sequence HLA-A02:03. The binding affinity (normalized) is 0.598. (4) The peptide sequence is GPSHKARVL. The MHC is HLA-A30:01 with pseudo-sequence HLA-A30:01. The binding affinity (normalized) is 0. (5) The peptide sequence is MLVGHMPFM. The MHC is HLA-A03:19 with pseudo-sequence HLA-A03:19. The binding affinity (normalized) is 0.432. (6) The peptide sequence is MRDLRQHEV. The MHC is HLA-B18:01 with pseudo-sequence HLA-B18:01. The binding affinity (normalized) is 0.0847.